From a dataset of Reaction yield outcomes from USPTO patents with 853,638 reactions. Predict the reaction yield, written as a fraction of the theoretical maximum amount of product (1.0 means a 100% yield; for example, 0.34 means a 34% yield). (1) The reactants are [CH3:1][O:2][C:3]1[C:4]([NH:15][C:16](=[O:20])OCC)=[N:5][C:6]2[C:11]([N:12]=1)=[CH:10][C:9]([O:13][CH3:14])=[CH:8][CH:7]=2.[CH3:21][O:22][C:23]1[CH:24]=[C:25]([N:31]2[CH2:36][CH2:35][NH:34][CH2:33][CH2:32]2)[CH:26]=[C:27]([O:29][CH3:30])[CH:28]=1. No catalyst specified. The product is [CH3:1][O:2][C:3]1[C:4]([NH:15][C:16]([N:34]2[CH2:33][CH2:32][N:31]([C:25]3[CH:24]=[C:23]([O:22][CH3:21])[CH:28]=[C:27]([O:29][CH3:30])[CH:26]=3)[CH2:36][CH2:35]2)=[O:20])=[N:5][C:6]2[C:11]([N:12]=1)=[CH:10][C:9]([O:13][CH3:14])=[CH:8][CH:7]=2. The yield is 0.860. (2) The reactants are C[O:2][C:3](=O)[C@@H:4]([CH3:13])[NH:5][C:6]([O:8][C:9]([CH3:12])([CH3:11])[CH3:10])=[O:7].O.[NH2:16][NH2:17].C(OCC)(=O)C.O. The catalyst is C(O)C. The product is [NH:16]([C:3](=[O:2])[C@H:4]([NH:5][C:6](=[O:7])[O:8][C:9]([CH3:12])([CH3:11])[CH3:10])[CH3:13])[NH2:17]. The yield is 0.250. (3) The reactants are [H-].[Na+].[I:3][C:4]1[CH:12]=[CH:11][C:7]([CH2:8][CH2:9][OH:10])=[CH:6][CH:5]=1.I[CH3:14].[NH4+].[Cl-]. The catalyst is C1COCC1. The product is [I:3][C:4]1[CH:12]=[CH:11][C:7]([CH2:8][CH2:9][O:10][CH3:14])=[CH:6][CH:5]=1. The yield is 0.890.